Dataset: Full USPTO retrosynthesis dataset with 1.9M reactions from patents (1976-2016). Task: Predict the reactants needed to synthesize the given product. (1) Given the product [C:13]([O:17][C:18](=[O:19])[N:20]([C@H:22]([CH2:26][C:27]1[CH:32]=[CH:31][CH:30]=[CH:29][CH:28]=1)[C:23]([N:34]1[CH2:38][CH2:37][CH2:6][C@H:5]1[CH2:4][N:3]([CH3:2])[CH3:12])=[O:25])[CH3:21])([CH3:14])([CH3:15])[CH3:16], predict the reactants needed to synthesize it. The reactants are: Cl.[CH3:2][N:3]([CH3:12])[CH2:4][CH2:5][CH2:6]N=C=NCC.[C:13]([O:17][C:18]([N:20]([C@H:22]([CH2:26][C:27]1[CH:32]=[CH:31][CH:30]=[CH:29][CH:28]=1)[C:23]([OH:25])=O)[CH3:21])=[O:19])([CH3:16])([CH3:15])[CH3:14].O[N:34]1[C:38]2N=CC=C[C:37]=2N=N1.C(N(C(C)C)C(C)C)C. (2) The reactants are: [C:1]([O:5][C:6](=[O:26])[NH:7][CH2:8][C:9]1[CH:14]=[C:13]([O:15][C:16]2[CH:21]=[CH:20][CH:19]=[C:18]([Cl:22])[CH:17]=2)[CH:12]=[CH:11][C:10]=1[N+:23]([O-])=O)([CH3:4])([CH3:3])[CH3:2].[Cl-].[NH4+]. Given the product [C:1]([O:5][C:6](=[O:26])[NH:7][CH2:8][C:9]1[CH:14]=[C:13]([O:15][C:16]2[CH:21]=[CH:20][CH:19]=[C:18]([Cl:22])[CH:17]=2)[CH:12]=[CH:11][C:10]=1[NH2:23])([CH3:4])([CH3:2])[CH3:3], predict the reactants needed to synthesize it.